This data is from Full USPTO retrosynthesis dataset with 1.9M reactions from patents (1976-2016). The task is: Predict the reactants needed to synthesize the given product. (1) Given the product [O:15]=[C:10]([NH:1][C:2]1([C:7]([OH:9])=[O:8])[CH2:6][CH2:5][CH2:4][CH2:3]1)[CH2:11][CH2:12][CH2:13][CH3:14], predict the reactants needed to synthesize it. The reactants are: [NH2:1][C:2]1([C:7]([OH:9])=[O:8])[CH2:6][CH2:5][CH2:4][CH2:3]1.[C:10](Cl)(=[O:15])[CH2:11][CH2:12][CH2:13][CH3:14].[OH-].[Na+].[OH-].[K+].C(=O)(O)[O-].[Na+].C(=O)(O)[O-].[K+].[H-].[Na+]. (2) Given the product [F:15][C:16]([F:20])([F:19])[CH2:17][O:2][C:1]1[CH:8]=[CH:7][CH:6]=[CH:5][C:3]=1[OH:4], predict the reactants needed to synthesize it. The reactants are: [C:1]1([C:3](=[CH:5][CH:6]=[CH:7][CH:8]=1)[OH:4])[OH:2].C(=O)([O-])[O-].[K+].[K+].[F:15][C:16]([F:20])([F:19])[CH2:17]I.O. (3) Given the product [CH3:22][O:21][C:16]1[CH:15]=[C:14]([O:23][CH3:24])[CH:13]=[C:12]2[C:17]=1[C:18](=[O:20])[NH:19][C:10]([C:3]1[CH:4]=[CH:5][C:6]([O:8][CH3:9])=[CH:7][C:2]=1[NH:33][CH2:32][CH2:31][N:25]1[CH2:30][CH2:29][CH2:28][CH2:27][CH2:26]1)=[N:11]2, predict the reactants needed to synthesize it. The reactants are: F[C:2]1[CH:7]=[C:6]([O:8][CH3:9])[CH:5]=[CH:4][C:3]=1[C:10]1[NH:19][C:18](=[O:20])[C:17]2[C:12](=[CH:13][C:14]([O:23][CH3:24])=[CH:15][C:16]=2[O:21][CH3:22])[N:11]=1.[N:25]1([CH2:31][CH2:32][NH2:33])[CH2:30][CH2:29][CH2:28][CH2:27][CH2:26]1.C[Si]([N-][Si](C)(C)C)(C)C.[Li+]. (4) Given the product [O:20]1[CH2:21][CH2:22][CH:17]([O:16][C:11]2[CH:10]=[CH:9][C:8]([C:4]3[N:3]=[C:2]([NH:23][C:24]4[CH:29]=[CH:28][CH:27]=[C:26]([CH:30]([OH:35])[C:31]([F:32])([F:33])[F:34])[CH:25]=4)[N:7]=[CH:6][N:5]=3)=[CH:15][C:12]=2[C:13]#[N:14])[CH2:18][CH2:19]1, predict the reactants needed to synthesize it. The reactants are: Cl[C:2]1[N:7]=[CH:6][N:5]=[C:4]([C:8]2[CH:9]=[CH:10][C:11]([O:16][CH:17]3[CH2:22][CH2:21][O:20][CH2:19][CH2:18]3)=[C:12]([CH:15]=2)[C:13]#[N:14])[N:3]=1.[NH2:23][C:24]1[CH:25]=[C:26]([CH:30]([OH:35])[C:31]([F:34])([F:33])[F:32])[CH:27]=[CH:28][CH:29]=1.C(N(CC)C(C)C)(C)C. (5) Given the product [Cl:33][C:28]1[CH:27]=[C:26]([NH:25][C:11]2[C:10]3[C:15](=[CH:16][C:17]([C:18]#[C:19][CH:20]4[CH2:24][CH2:23][O:22][CH2:21]4)=[C:8]([NH:7][C:5](=[O:6])/[CH:4]=[CH:3]/[CH2:2][N:42]4[CH2:41][C@H:40]5[O:35][CH2:36][CH2:37][O:38][C@H:39]5[CH2:43]4)[CH:9]=3)[N:14]=[CH:13][N:12]=2)[CH:31]=[CH:30][C:29]=1[F:32], predict the reactants needed to synthesize it. The reactants are: Br[CH2:2]/[CH:3]=[CH:4]/[C:5]([NH:7][C:8]1[CH:9]=[C:10]2[C:15](=[CH:16][C:17]=1[C:18]#[C:19][CH:20]1[CH2:24][CH2:23][O:22][CH2:21]1)[N:14]=[CH:13][N:12]=[C:11]2[NH:25][C:26]1[CH:31]=[CH:30][C:29]([F:32])=[C:28]([Cl:33])[CH:27]=1)=[O:6].Cl.[O:35]1[C@H:40]2[CH2:41][NH:42][CH2:43][C@H:39]2[O:38][CH2:37][CH2:36]1.CCN(C(C)C)C(C)C.O. (6) Given the product [CH2:18]([O:20][P:21]([CH2:11][C:10]1[CH:13]=[C:14]([Cl:17])[CH:15]=[CH:16][C:9]=1[O:8][CH2:1][C:2]1[CH:7]=[CH:6][CH:5]=[CH:4][CH:3]=1)(=[O:25])[O:22][CH2:23][CH3:24])[CH3:19], predict the reactants needed to synthesize it. The reactants are: [CH2:1]([O:8][C:9]1[CH:16]=[CH:15][C:14]([Cl:17])=[CH:13][C:10]=1[CH2:11]Cl)[C:2]1[CH:7]=[CH:6][CH:5]=[CH:4][CH:3]=1.[CH2:18]([O:20][P:21]([O:25]CC)[O:22][CH2:23][CH3:24])[CH3:19]. (7) Given the product [C:18]([NH:21][C@H:22]([CH2:27][C:28]1[CH:33]=[C:32]([CH3:34])[C:31]([NH2:35])=[C:30]([Cl:36])[CH:29]=1)[C:23]([O:25][CH3:26])=[O:24])(=[O:20])[CH3:19], predict the reactants needed to synthesize it. The reactants are: O.O.P([O-])([O-])(O)=O.[Na+].[Na+].O.O.P([O-])(O)(O)=O.[Na+].[C:18]([NH:21][CH:22]([CH2:27][C:28]1[CH:33]=[C:32]([CH3:34])[C:31]([NH2:35])=[C:30]([Cl:36])[CH:29]=1)[C:23]([O:25][CH3:26])=[O:24])(=[O:20])[CH3:19].[OH-].[Na+].C(=O)([O-])[O-].[K+].[K+].